This data is from Peptide-MHC class I binding affinity with 185,985 pairs from IEDB/IMGT. The task is: Regression. Given a peptide amino acid sequence and an MHC pseudo amino acid sequence, predict their binding affinity value. This is MHC class I binding data. (1) The peptide sequence is IVTRIVELL. The MHC is HLA-B53:01 with pseudo-sequence HLA-B53:01. The binding affinity (normalized) is 0.369. (2) The peptide sequence is CTMLVCGDDL. The MHC is Patr-B0101 with pseudo-sequence Patr-B0101. The binding affinity (normalized) is 0.145. (3) The peptide sequence is QLKQRDALF. The MHC is HLA-B15:01 with pseudo-sequence HLA-B15:01. The binding affinity (normalized) is 0.695. (4) The peptide sequence is NLEPGTFDL. The MHC is HLA-A01:01 with pseudo-sequence HLA-A01:01. The binding affinity (normalized) is 0.0847. (5) The MHC is H-2-Kb with pseudo-sequence H-2-Kb. The binding affinity (normalized) is 0.624. The peptide sequence is TGVQFYMIV. (6) The peptide sequence is TMWHVTRGAV. The binding affinity (normalized) is 0.450. The MHC is HLA-A02:03 with pseudo-sequence HLA-A02:03. (7) The peptide sequence is CSSLTEEFY. The MHC is HLA-A30:02 with pseudo-sequence HLA-A30:02. The binding affinity (normalized) is 0.489. (8) The peptide sequence is HSRRSRRSL. The MHC is HLA-B51:01 with pseudo-sequence HLA-B51:01. The binding affinity (normalized) is 0.0847. (9) The peptide sequence is WGEVLAWKF. The MHC is Mamu-B52 with pseudo-sequence Mamu-B52. The binding affinity (normalized) is 0.599. (10) The peptide sequence is VVVKDDPDHY. The MHC is HLA-A33:01 with pseudo-sequence HLA-A33:01. The binding affinity (normalized) is 0.